This data is from Forward reaction prediction with 1.9M reactions from USPTO patents (1976-2016). The task is: Predict the product of the given reaction. (1) Given the reactants [NH2:1][CH2:2][C:3]1[N:7]=[C:6]([C@H:8]([CH2:17][CH2:18][CH2:19][CH:20]2[CH2:25][CH2:24][CH2:23][CH2:22][CH2:21]2)[CH2:9][C:10]([O:12][C:13]([CH3:16])([CH3:15])[CH3:14])=[O:11])[O:5][N:4]=1.C1[C:31](=O)[N:30](OC(O[N:30]2[C:31](=O)CC[C:28]2=[O:29])=O)[C:28](=[O:29])C1, predict the reaction product. The product is: [CH:20]1([CH2:19][CH2:18][CH2:17][C@@H:8]([C:6]2[O:5][N:4]=[C:3]([CH2:2][NH:1][C:28]([NH:30][CH3:31])=[O:29])[N:7]=2)[CH2:9][C:10]([O:12][C:13]([CH3:15])([CH3:16])[CH3:14])=[O:11])[CH2:21][CH2:22][CH2:23][CH2:24][CH2:25]1. (2) Given the reactants C([O:4][C:5]1[CH:10]=[CH:9][C:8]([C:11](=[CH:15][C:16]2[CH:21]=[CH:20][C:19]([CH3:22])=[CH:18][CH:17]=2)[C:12]([OH:14])=[O:13])=[CH:7][CH:6]=1)(=O)C.[OH-].[Li+].Cl, predict the reaction product. The product is: [OH:4][C:5]1[CH:10]=[CH:9][C:8]([C:11](=[CH:15][C:16]2[CH:17]=[CH:18][C:19]([CH3:22])=[CH:20][CH:21]=2)[C:12]([OH:14])=[O:13])=[CH:7][CH:6]=1. (3) Given the reactants C[Si]([N-][Si](C)(C)C)(C)C.[Na+].[CH3:11][O:12][C:13]1[CH:18]=[CH:17][C:16]([CH2:19][C:20]([OH:22])=O)=[CH:15][CH:14]=1.[Cl:23][C:24]1[CH:33]=[C:32]([F:34])[CH:31]=[CH:30][C:25]=1C(OC)=O, predict the reaction product. The product is: [Cl:23][C:24]1[CH:33]=[C:32]([F:34])[CH:31]=[CH:30][C:25]=1[C:20](=[O:22])[CH2:19][C:16]1[CH:15]=[CH:14][C:13]([O:12][CH3:11])=[CH:18][CH:17]=1. (4) Given the reactants [Cr](Cl)([O-])(=O)=O.[NH+]1C=CC=CC=1.[CH2:12]([O:19][C:20]([NH:22][CH2:23][CH2:24][OH:25])=[O:21])[C:13]1[CH:18]=[CH:17][CH:16]=[CH:15][CH:14]=1.C(OCC)(=O)C.CCCCCC, predict the reaction product. The product is: [CH2:12]([O:19][C:20]([NH:22][CH2:23][CH:24]=[O:25])=[O:21])[C:13]1[CH:18]=[CH:17][CH:16]=[CH:15][CH:14]=1.